This data is from Catalyst prediction with 721,799 reactions and 888 catalyst types from USPTO. The task is: Predict which catalyst facilitates the given reaction. Reactant: [CH3:1][N:2]1[C:10]2[C:5](=[CH:6][CH:7]=[C:8]([C:11]([O-:13])=O)[CH:9]=2)[C:4]([N:14]2[CH2:19][CH2:18][N:17]([CH3:20])[CH2:16][CH2:15]2)=[N:3]1.[Li+].C(Cl)CCl.C1C=CC2N(O)N=NC=2C=1.CCN(CC)CC.[F:43][C:44]([F:54])([F:53])[C:45]1[CH:52]=[CH:51][C:48]([CH2:49][NH2:50])=[CH:47][CH:46]=1. Product: [F:43][C:44]([F:53])([F:54])[C:45]1[CH:52]=[CH:51][C:48]([CH2:49][NH:50][C:11]([C:8]2[CH:9]=[C:10]3[C:5]([C:4]([N:14]4[CH2:19][CH2:18][N:17]([CH3:20])[CH2:16][CH2:15]4)=[N:3][N:2]3[CH3:1])=[CH:6][CH:7]=2)=[O:13])=[CH:47][CH:46]=1. The catalyst class is: 39.